The task is: Predict the reactants needed to synthesize the given product.. This data is from Full USPTO retrosynthesis dataset with 1.9M reactions from patents (1976-2016). (1) Given the product [Br-:27].[F:26][C:22]1[CH:21]=[C:20]([CH:12]([C:13]2[CH:18]=[CH:17][CH:16]=[C:15]([F:19])[CH:14]=2)[O:11][C:9]([CH:3]2[CH:4]3[CH2:5][CH2:6][N+:1]([CH2:28][C:29]([C:31]4[O:35][N:34]=[C:33]([C:36]([O:38][CH2:39][CH3:40])=[O:37])[CH:32]=4)=[O:30])([CH2:8][CH2:7]3)[CH2:2]2)=[O:10])[CH:25]=[CH:24][CH:23]=1, predict the reactants needed to synthesize it. The reactants are: [N:1]12[CH2:8][CH2:7][CH:4]([CH2:5][CH2:6]1)[CH:3]([C:9]([O:11][CH:12]([C:20]1[CH:25]=[CH:24][CH:23]=[C:22]([F:26])[CH:21]=1)[C:13]1[CH:18]=[CH:17][CH:16]=[C:15]([F:19])[CH:14]=1)=[O:10])[CH2:2]2.[Br:27][CH2:28][C:29]([C:31]1[O:35][N:34]=[C:33]([C:36]([O:38][CH2:39][CH3:40])=[O:37])[CH:32]=1)=[O:30]. (2) Given the product [F:22][CH:2]([F:1])[C:3]1[CH:8]=[CH:7][CH:6]=[CH:5][C:4]=1[C:9]1[NH:10][C:11]2[CH:17]=[C:16]([F:18])[CH:15]=[C:14]([C:19]([NH:34][C:33]3[CH:35]=[CH:36][CH:37]=[C:31]([O:30][CH2:29][C@H:27]4[CH2:26][O:25][C:24]([CH3:38])([CH3:23])[O:28]4)[CH:32]=3)=[O:20])[C:12]=2[N:13]=1, predict the reactants needed to synthesize it. The reactants are: [F:1][CH:2]([F:22])[C:3]1[CH:8]=[CH:7][CH:6]=[CH:5][C:4]=1[C:9]1[NH:13][C:12]2[C:14]([C:19](O)=[O:20])=[CH:15][C:16]([F:18])=[CH:17][C:11]=2[N:10]=1.[CH3:23][C:24]1([CH3:38])[O:28][C@@H:27]([CH2:29][O:30][C:31]2[CH:32]=[C:33]([CH:35]=[CH:36][CH:37]=2)[NH2:34])[CH2:26][O:25]1. (3) Given the product [C:8]([C:3]1[CH:4]=[CH:5][CH:6]=[CH:7][C:2]=1[NH:1][C:18](=[O:20])[CH3:19])(=[O:10])[CH3:9], predict the reactants needed to synthesize it. The reactants are: [NH2:1][C:2]1[CH:7]=[CH:6][CH:5]=[CH:4][C:3]=1[C:8](=[O:10])[CH3:9].C(N(CC)CC)C.[C:18](Cl)(=[O:20])[CH3:19]. (4) Given the product [CH2:14]([O:17][C:18]([NH:20][CH:21]([C:28]1[CH:33]=[CH:32][CH:31]=[C:30]([NH:34][S:10]([C:6]2[CH:7]=[CH:8][CH:9]=[C:4]([N+:1]([O-:3])=[O:2])[CH:5]=2)(=[O:12])=[O:11])[CH:29]=1)[CH2:22][C:23]([O:25][CH2:26][CH3:27])=[O:24])=[O:19])[CH:15]=[CH2:16], predict the reactants needed to synthesize it. The reactants are: [N+:1]([C:4]1[CH:5]=[C:6]([S:10](Cl)(=[O:12])=[O:11])[CH:7]=[CH:8][CH:9]=1)([O-:3])=[O:2].[CH2:14]([O:17][C:18]([NH:20][CH:21]([C:28]1[CH:33]=[CH:32][CH:31]=[C:30]([NH2:34])[CH:29]=1)[CH2:22][C:23]([O:25][CH2:26][CH3:27])=[O:24])=[O:19])[CH:15]=[CH2:16]. (5) Given the product [CH2:1]([O:3][C:4]([C:6]1[CH:7]=[N:8][N:9]2[C:14]([C:15]3[CH:20]=[CH:19][CH:18]=[C:17]([NH2:21])[CH:16]=3)=[CH:13][CH:12]=[N:11][C:10]=12)=[O:5])[CH3:2], predict the reactants needed to synthesize it. The reactants are: [CH2:1]([O:3][C:4]([C:6]1[CH:7]=[N:8][N:9]2[C:14]([C:15]3[CH:20]=[CH:19][CH:18]=[C:17]([N+:21]([O-])=O)[CH:16]=3)=[CH:13][CH:12]=[N:11][C:10]=12)=[O:5])[CH3:2].O.[Cl-].[NH4+]. (6) Given the product [CH3:18][C@H:3]1[C:2](=[O:1])[N:6]([C:7]([O:9][C:10]([CH3:13])([CH3:12])[CH3:11])=[O:8])[C@H:5]([C:14]([O:16][CH3:17])=[O:15])[CH2:4]1, predict the reactants needed to synthesize it. The reactants are: [O:1]=[C:2]1[N:6]([C:7]([O:9][C:10]([CH3:13])([CH3:12])[CH3:11])=[O:8])[C@H:5]([C:14]([O:16][CH3:17])=[O:15])[CH2:4][CH2:3]1.[CH3:18][Si](C)(C)[N-][Si](C)(C)C.[Li+].CI.CC(O)=O. (7) Given the product [CH3:1][C:2]1[C:3]([N:9]2[CH2:10][CH2:11][N:12]([C:15]([C:17]3[CH:22]=[CH:21][C:20]([N:23]4[C:27]([CH3:28])([CH3:29])[CH2:26][NH:25][C:24]4=[O:39])=[CH:19][C:18]=3[F:40])=[O:16])[CH2:13][CH2:14]2)=[N:4][CH:5]=[C:6]([CH3:8])[CH:7]=1, predict the reactants needed to synthesize it. The reactants are: [CH3:1][C:2]1[C:3]([N:9]2[CH2:14][CH2:13][N:12]([C:15]([C:17]3[CH:22]=[CH:21][C:20]([N:23]4[C:27]([CH3:29])([CH3:28])[CH2:26][N:25](CC5C=CC(OC)=CC=5)[C:24]4=[O:39])=[CH:19][C:18]=3[F:40])=[O:16])[CH2:11][CH2:10]2)=[N:4][CH:5]=[C:6]([CH3:8])[CH:7]=1.FC(F)(F)S(O)(=O)=O.C(=O)([O-])O.[Na+]. (8) Given the product [C:24]([O:23][C:21](=[O:22])[NH:20][CH2:19][CH2:18][CH2:17][CH2:16][C@H:12]([NH:11][C:9]([O:8][CH2:1][C:2]1[CH:7]=[CH:6][CH:5]=[CH:4][CH:3]=1)=[O:10])[CH2:13][OH:14])([CH3:27])([CH3:25])[CH3:26], predict the reactants needed to synthesize it. The reactants are: [CH2:1]([O:8][C:9]([NH:11][C@@H:12]([CH2:16][CH2:17][CH2:18][CH2:19][NH:20][C:21]([O:23][C:24]([CH3:27])([CH3:26])[CH3:25])=[O:22])[C:13](O)=[O:14])=[O:10])[C:2]1[CH:7]=[CH:6][CH:5]=[CH:4][CH:3]=1.C(OC(Cl)=O)C(C)C.[BH4-].[Na+].Cl. (9) Given the product [CH3:1][O:2][C:3]([C:5]1([CH2:23][CH3:24])[CH2:11][CH2:10][N:9]([C:12]([O:14][C:15]([CH3:18])([CH3:16])[CH3:17])=[O:13])[C:8]2[CH:19]=[CH:20][CH:21]=[CH:22][C:7]=2[CH2:6]1)=[O:4], predict the reactants needed to synthesize it. The reactants are: [CH3:1][O:2][C:3]([CH:5]1[CH2:11][CH2:10][N:9]([C:12]([O:14][C:15]([CH3:18])([CH3:17])[CH3:16])=[O:13])[C:8]2[CH:19]=[CH:20][CH:21]=[CH:22][C:7]=2[CH2:6]1)=[O:4].[CH2:23](I)[CH3:24].